Dataset: Forward reaction prediction with 1.9M reactions from USPTO patents (1976-2016). Task: Predict the product of the given reaction. (1) Given the reactants [NH:1]1[C:5]2[CH:6]=[CH:7][CH:8]=[CH:9][C:4]=2[N:3]=[C:2]1[S:10][CH2:11][C:12]1[CH:21]=[CH:20][C:15]([C:16]([O:18]C)=[O:17])=[CH:14][CH:13]=1.[OH-].[Li+], predict the reaction product. The product is: [NH:1]1[C:5]2[CH:6]=[CH:7][CH:8]=[CH:9][C:4]=2[N:3]=[C:2]1[S:10][CH2:11][C:12]1[CH:21]=[CH:20][C:15]([C:16]([OH:18])=[O:17])=[CH:14][CH:13]=1. (2) Given the reactants [Cl:1][C:2]1[CH:29]=[C:28]([CH3:30])[CH:27]=[C:26]([Cl:31])[C:3]=1[O:4][CH2:5][CH2:6][O:7][C:8]1[CH:25]=[CH:24][C:11]([CH2:12][CH:13]([C:16]([N:18]2[CH2:23][CH2:22][O:21][CH2:20][CH2:19]2)=[O:17])[C:14]#[N:15])=[CH:10][CH:9]=1.CC(OC(OC(OC(C)(C)C)=O)=O)(C)C.C(N(CC)CC)C, predict the reaction product. The product is: [ClH:1].[NH2:15][CH2:14][CH:13]([CH2:12][C:11]1[CH:24]=[CH:25][C:8]([O:7][CH2:6][CH2:5][O:4][C:3]2[C:2]([Cl:1])=[CH:29][C:28]([CH3:30])=[CH:27][C:26]=2[Cl:31])=[CH:9][CH:10]=1)[C:16]([N:18]1[CH2:19][CH2:20][O:21][CH2:22][CH2:23]1)=[O:17]. (3) Given the reactants [F:1][C:2]1[CH:7]=[CH:6][C:5]([C:8]2[C:43]([C:44]([OH:46])=[O:45])=[C:11]3[CH:12]=[C:13]([C:25]4[CH:30]=[CH:29][CH:28]=[C:27]([C:31](=[O:42])[NH:32][C:33]([C:36]5[CH:41]=[CH:40][CH:39]=[CH:38][CH:37]=5)([CH3:35])[CH3:34])[CH:26]=4)[C:14]([N:16]([CH2:21][CH2:22][O:23][CH3:24])[S:17]([CH3:20])(=[O:19])=[O:18])=[CH:15][N:10]3[N:9]=2)=[CH:4][CH:3]=1.Cl.[CH3:48][NH2:49], predict the reaction product. The product is: [C:44]([O-:46])(=[O:45])[CH3:43].[NH4+:9].[F:1][C:2]1[CH:3]=[CH:4][C:5]([C:8]2[C:43]([C:44]([NH:49][CH3:48])=[O:46])=[C:11]3[CH:12]=[C:13]([C:25]4[CH:30]=[CH:29][CH:28]=[C:27]([C:31](=[O:42])[NH:32][C:33]([C:36]5[CH:41]=[CH:40][CH:39]=[CH:38][CH:37]=5)([CH3:34])[CH3:35])[CH:26]=4)[C:14]([N:16]([CH2:21][CH2:22][O:23][CH3:24])[S:17]([CH3:20])(=[O:19])=[O:18])=[CH:15][N:10]3[N:9]=2)=[CH:6][CH:7]=1. (4) Given the reactants [C:1]([O:5][C:6](=[O:25])[N:7]([C@H:15]1[CH2:20][CH2:19][C@@H:18]([C:21](OC)=[O:22])[CH2:17][CH2:16]1)[CH2:8][C:9]1[CH:14]=[CH:13][CH:12]=[CH:11][CH:10]=1)([CH3:4])([CH3:3])[CH3:2].[NH3:26], predict the reaction product. The product is: [CH2:8]([N:7]([C@H:15]1[CH2:20][CH2:19][C@@H:18]([C:21](=[O:22])[NH2:26])[CH2:17][CH2:16]1)[C:6](=[O:25])[O:5][C:1]([CH3:4])([CH3:3])[CH3:2])[C:9]1[CH:14]=[CH:13][CH:12]=[CH:11][CH:10]=1. (5) Given the reactants [Br:1][C:2]1[C:3]([CH3:14])=[C:4]([NH:8][C:9](=[O:13])[CH:10]=NO)[CH:5]=[CH:6][CH:7]=1.[OH:15]S(O)(=O)=O, predict the reaction product. The product is: [Br:1][C:2]1[C:3]([CH3:14])=[C:4]2[C:5]([C:10](=[O:15])[C:9](=[O:13])[NH:8]2)=[CH:6][CH:7]=1.